Predict which catalyst facilitates the given reaction. From a dataset of Catalyst prediction with 721,799 reactions and 888 catalyst types from USPTO. (1) Reactant: [OH:1][C@:2]1([C:30]([O:32]C)=[O:31])[CH2:6][CH2:5][CH2:4][C@H:3]1[NH:7][S:8]([C:11]1[CH:16]=[CH:15][C:14]([O:17][CH2:18][C:19]2[C:28]3[C:23](=[CH:24][CH:25]=[CH:26][CH:27]=3)[N:22]=[C:21]([CH3:29])[CH:20]=2)=[CH:13][CH:12]=1)(=[O:10])=[O:9].[OH-].[Na+].CO. Product: [OH:1][C@:2]1([C:30]([OH:32])=[O:31])[CH2:6][CH2:5][CH2:4][C@H:3]1[NH:7][S:8]([C:11]1[CH:12]=[CH:13][C:14]([O:17][CH2:18][C:19]2[C:28]3[C:23](=[CH:24][CH:25]=[CH:26][CH:27]=3)[N:22]=[C:21]([CH3:29])[CH:20]=2)=[CH:15][CH:16]=1)(=[O:9])=[O:10]. The catalyst class is: 1. (2) Reactant: [Cl:1][C:2]1[CH:7]=[CH:6][C:5]([C:8]2[C:17]3[C:12](=[CH:13][CH:14]=[C:15]([OH:18])[CH:16]=3)[C:11](=[O:19])[N:10]([CH2:20][CH:21]([CH3:23])[CH3:22])[C:9]=2[CH2:24][NH:25][C:26](=[O:32])[O:27][C:28]([CH3:31])([CH3:30])[CH3:29])=[CH:4][CH:3]=1.[H-].[Na+].I[CH2:36][C:37]([NH2:39])=[O:38].O. Product: [NH2:39][C:37](=[O:38])[CH2:36][O:18][C:15]1[CH:16]=[C:17]2[C:12](=[CH:13][CH:14]=1)[C:11](=[O:19])[N:10]([CH2:20][CH:21]([CH3:23])[CH3:22])[C:9]([CH2:24][NH:25][C:26](=[O:32])[O:27][C:28]([CH3:30])([CH3:29])[CH3:31])=[C:8]2[C:5]1[CH:4]=[CH:3][C:2]([Cl:1])=[CH:7][CH:6]=1. The catalyst class is: 9.